This data is from Full USPTO retrosynthesis dataset with 1.9M reactions from patents (1976-2016). The task is: Predict the reactants needed to synthesize the given product. Given the product [CH3:1][O:2][C:3]1[CH:12]=[C:11]2[C:6]([C:7]([S:13]([C:14]3[CH:15]=[CH:16][CH:17]=[CH:18][CH:19]=3)=[O:28])=[CH:8][CH:9]=[N:10]2)=[CH:5][CH:4]=1, predict the reactants needed to synthesize it. The reactants are: [CH3:1][O:2][C:3]1[CH:12]=[C:11]2[C:6]([C:7]([S:13][C:14]3[CH:19]=[CH:18][CH:17]=[CH:16][CH:15]=3)=[CH:8][CH:9]=[N:10]2)=[CH:5][CH:4]=1.C1C=C(Cl)C=C(C(OO)=[O:28])C=1.C([O-])(O)=O.[Na+].